Dataset: Catalyst prediction with 721,799 reactions and 888 catalyst types from USPTO. Task: Predict which catalyst facilitates the given reaction. (1) Reactant: C([NH:9][C@@H:10]([CH2:13][C:14]1[CH:19]=[CH:18][N:17]=[CH:16][CH:15]=1)[CH2:11][OH:12])(=O)C1C=CC=CC=1. Product: [NH2:9][C@@H:10]([CH2:13][C:14]1[CH:15]=[CH:16][N:17]=[CH:18][CH:19]=1)[CH2:11][OH:12]. The catalyst class is: 33. (2) Reactant: [Cl:1][C:2]1[C:7]([C:8]([NH:10][C:11]2[CH:16]=[C:15]([O:17][CH3:18])[CH:14]=[C:13]([O:19][CH3:20])[CH:12]=2)=[O:9])=[C:6](Cl)[N:5]=[CH:4][N:3]=1.[NH3:22]. Product: [NH2:22][C:6]1[C:7]([C:8]([NH:10][C:11]2[CH:16]=[C:15]([O:17][CH3:18])[CH:14]=[C:13]([O:19][CH3:20])[CH:12]=2)=[O:9])=[C:2]([Cl:1])[N:3]=[CH:4][N:5]=1. The catalyst class is: 12. (3) Reactant: CCCCCC.[Cl-].C[Al+]C.[N+:11]([C:14]1[CH:15]=[CH:16][CH:17]=[C:18]2[C:22]=1[NH:21][CH:20]=[CH:19]2)([O-:13])=[O:12].[C:23](Cl)(=[O:25])[CH3:24].[Cl-].[NH4+]. The catalyst class is: 4. Product: [C:23]([C:19]1[C:18]2[C:22](=[C:14]([N+:11]([O-:13])=[O:12])[CH:15]=[CH:16][CH:17]=2)[NH:21][CH:20]=1)(=[O:25])[CH3:24].